Dataset: TCR-epitope binding with 47,182 pairs between 192 epitopes and 23,139 TCRs. Task: Binary Classification. Given a T-cell receptor sequence (or CDR3 region) and an epitope sequence, predict whether binding occurs between them. (1) The epitope is DPFRLLQNSQVFS. The TCR CDR3 sequence is CASTPLRGTEAFF. Result: 1 (the TCR binds to the epitope). (2) The epitope is VLQAVGACV. The TCR CDR3 sequence is CASSLRTLDPQYF. Result: 0 (the TCR does not bind to the epitope). (3) The epitope is LEPLVDLPI. The TCR CDR3 sequence is CASSSLRMSYNEQFF. Result: 0 (the TCR does not bind to the epitope). (4) The epitope is YLQPRTFLL. The TCR CDR3 sequence is CASSDMNTGELFF. Result: 1 (the TCR binds to the epitope). (5) The epitope is KLPDDFTGCV. The TCR CDR3 sequence is CASGSLGQLHLSYEQYF. Result: 1 (the TCR binds to the epitope).